This data is from Catalyst prediction with 721,799 reactions and 888 catalyst types from USPTO. The task is: Predict which catalyst facilitates the given reaction. (1) Reactant: [OH:1][C:2]1[C:3]([CH3:10])=[C:4]([CH:7]=[CH:8][CH:9]=1)[CH2:5][OH:6].C([O-])([O-])=O.[K+].[K+].Br[CH2:18][C:19]([O:21][CH:22]([CH3:24])[CH3:23])=[O:20]. Product: [OH:6][CH2:5][C:4]1[C:3]([CH3:10])=[C:2]([CH:9]=[CH:8][CH:7]=1)[O:1][CH2:18][C:19]([O:21][CH:22]([CH3:24])[CH3:23])=[O:20]. The catalyst class is: 173. (2) Reactant: [NH2:1][C:2]1[CH:3]=[C:4]2[C:9](=[C:10]([C:12]([N:14]([CH3:16])[CH3:15])=[O:13])[CH:11]=1)[N:8]=[CH:7][C:6]([C:17]#[N:18])=[C:5]2[NH:19][C:20]1[CH:25]=[CH:24][C:23]([F:26])=[C:22]([Cl:27])[CH:21]=1.[CH:28]1([CH:34]=O)[CH2:33][CH2:32][CH2:31][CH2:30][CH2:29]1.CO.[BH3-]C#N.[Na+]. Product: [Cl:27][C:22]1[CH:21]=[C:20]([NH:19][C:5]2[C:4]3[C:9](=[C:10]([C:12]([N:14]([CH3:15])[CH3:16])=[O:13])[CH:11]=[C:2]([NH:1][CH2:34][CH:28]4[CH2:33][CH2:32][CH2:31][CH2:30][CH2:29]4)[CH:3]=3)[N:8]=[CH:7][C:6]=2[C:17]#[N:18])[CH:25]=[CH:24][C:23]=1[F:26]. The catalyst class is: 559. (3) The catalyst class is: 338. Reactant: C1(NC(=O)C=COC2C=CC=CC=2)C=CC=CC=1.[C:19]1([N:25]=[C:26]([S:36][C:37]2[CH:42]=[CH:41][CH:40]=[CH:39][CH:38]=2)[CH:27]=[CH:28][O:29][C:30]2[CH:35]=[CH:34][CH:33]=[CH:32][CH:31]=2)[CH:24]=[CH:23][CH:22]=[CH:21][CH:20]=1.C1(C)C=CC=CC=1.S(Cl)(Cl)=O. Product: [C:19]1([N:25]=[C:26]([S:36][C:37]2[CH:42]=[CH:41][CH:40]=[CH:39][CH:38]=2)[CH:27]=[CH:28][O:29][C:30]2[CH:31]=[CH:32][CH:33]=[CH:34][CH:35]=2)[CH:20]=[CH:21][CH:22]=[CH:23][CH:24]=1. (4) Reactant: CS(Cl)(=O)=O.[CH2:6]([O:8][C:9]([CH:11]1[CH:24](O)[C:23]2[C:22]3[C:17](=[CH:18][CH:19]=[C:20]([O:26][CH3:27])[CH:21]=3)[N:16]=[CH:15][C:14]=2[S:13][CH2:12]1)=[O:10])[CH3:7].C(N(CC)CC)C.C(OCC)(=O)C. Product: [CH2:6]([O:8][C:9]([C:11]1[CH2:12][S:13][C:14]2[CH:15]=[N:16][C:17]3[C:22]([C:23]=2[CH:24]=1)=[CH:21][C:20]([O:26][CH3:27])=[CH:19][CH:18]=3)=[O:10])[CH3:7]. The catalyst class is: 112. (5) Reactant: Cl[C:2]1[C:11]2[C:6](=[CH:7][C:8]([O:14][CH2:15][CH2:16][Cl:17])=[C:9]([O:12][CH3:13])[CH:10]=2)[N:5]=[CH:4][N:3]=1.[CH3:18][C:19]1[NH:20][C:21]2[C:26]([C:27]=1[CH3:28])=[CH:25][C:24]([OH:29])=[CH:23][CH:22]=2.C(=O)([O-])[O-].[K+].[K+]. Product: [Cl:17][CH2:16][CH2:15][O:14][C:8]1[CH:7]=[C:6]2[C:11]([C:2]([O:29][C:24]3[CH:25]=[C:26]4[C:21](=[CH:22][CH:23]=3)[NH:20][C:19]([CH3:18])=[C:27]4[CH3:28])=[N:3][CH:4]=[N:5]2)=[CH:10][C:9]=1[O:12][CH3:13]. The catalyst class is: 3. (6) Reactant: [H-].[H-].[H-].[H-].[Li+].[Al+3].[CH3:7][O:8][CH:9]([O:17][CH3:18])[CH2:10][CH2:11][CH2:12][C:13](OC)=[O:14].CCCCCC.C(OCC)(=O)C. Product: [CH3:7][O:8][CH:9]([O:17][CH3:18])[CH2:10][CH2:11][CH2:12][CH2:13][OH:14]. The catalyst class is: 7.